From a dataset of NCI-60 drug combinations with 297,098 pairs across 59 cell lines. Regression. Given two drug SMILES strings and cell line genomic features, predict the synergy score measuring deviation from expected non-interaction effect. (1) Drug 1: C1=CC(=CC=C1CCC2=CNC3=C2C(=O)NC(=N3)N)C(=O)NC(CCC(=O)O)C(=O)O. Drug 2: B(C(CC(C)C)NC(=O)C(CC1=CC=CC=C1)NC(=O)C2=NC=CN=C2)(O)O. Cell line: SR. Synergy scores: CSS=33.5, Synergy_ZIP=0.0858, Synergy_Bliss=-6.59, Synergy_Loewe=-5.12, Synergy_HSA=-1.91. (2) Drug 1: CC1=CC=C(C=C1)C2=CC(=NN2C3=CC=C(C=C3)S(=O)(=O)N)C(F)(F)F. Drug 2: CCN(CC)CCCC(C)NC1=C2C=C(C=CC2=NC3=C1C=CC(=C3)Cl)OC. Cell line: MALME-3M. Synergy scores: CSS=21.9, Synergy_ZIP=-0.918, Synergy_Bliss=2.97, Synergy_Loewe=8.62, Synergy_HSA=5.74.